The task is: Binary Classification. Given a drug SMILES string, predict its activity (active/inactive) in a high-throughput screening assay against a specified biological target.. This data is from Orexin1 receptor HTS with 218,158 compounds and 233 confirmed actives. (1) The compound is FC(F)(F)c1cc(C2N=C(N(C(=C2C(OC)=O)C)CC)NCCc2ncccc2)ccc1. The result is 0 (inactive). (2) The molecule is o1nc(cc1C1CC1)C(=O)N1CCOCC1. The result is 0 (inactive). (3) The molecule is O(c1ccc(c2n(nnc2C(=O)N\N=C\c2occc2)c2nonc2N)cc1)CC. The result is 0 (inactive). (4) The molecule is Fc1c(c(F)c(F)c(OCC(=O)Nc2cc(OC)ccc2)c1F)C(F)(F)F. The result is 0 (inactive). (5) The drug is O(C(=O)c1c(n(c(c1)C)c1ccccc1)C)CC(=O)NCc1occc1. The result is 0 (inactive). (6) The molecule is s1c(NC(c2n(c3c(n2)cccc3)CCOCCO)CO)nc(c1)C. The result is 0 (inactive).